From a dataset of Reaction yield outcomes from USPTO patents with 853,638 reactions. Predict the reaction yield, written as a fraction of the theoretical maximum amount of product (1.0 means a 100% yield; for example, 0.34 means a 34% yield). (1) The reactants are [OH2:1].[C:2]1([CH3:12])[CH:7]=[CH:6][C:5]([S:8]([OH:11])(=[O:10])=[O:9])=[CH:4][CH:3]=1.[S:13](Cl)(Cl)=[O:14]. The catalyst is C1CCCCC1. The product is [C:2]1([CH3:12])[CH:3]=[CH:4][C:5]([S:8]([O:11][S:13]([C:5]2[CH:6]=[CH:7][C:2]([CH3:12])=[CH:3][CH:4]=2)(=[O:14])=[O:1])(=[O:9])=[O:10])=[CH:6][CH:7]=1. The yield is 0.530. (2) The reactants are C1C=CC=CC=1.[CH2:7]([C:9]1[CH:19]=[CH:18][CH:17]=[C:16]([CH2:20][CH3:21])[C:10]=1/[N:11]=[CH:12]/[CH:13]([CH3:15])[CH3:14])[CH3:8].C([N-]C(C)C)(C)C.[Li+:29]. The catalyst is CCCCC. The product is [CH2:7]([C:9]1[CH:19]=[CH:18][CH:17]=[C:16]([CH2:20][CH3:21])[C:10]=1[N-:11][CH:12]=[C:13]([CH3:15])[CH3:14])[CH3:8].[Li+:29]. The yield is 0.806. (3) The reactants are [C:1]([N:8]1[CH2:15][CH2:14][CH2:13][C@H:9]1[C:10](O)=O)([O:3][C:4]([CH3:7])([CH3:6])[CH3:5])=[O:2].BrCC(C1[CH:25]=[CH:24][C:23]([Br:26])=[CH:22][CH:21]=1)=O.CC[N:29]([CH:33]([CH3:35])[CH3:34])C(C)C.BrC(Br)C(C1C=CC=CC=1)=O.CC#[N:49]. The catalyst is CCCCCCC.CC(OC)(C)C. The product is [Br:26][C:23]1[CH:24]=[CH:25][C:35]([C:33]2[NH:29][C:10]([C@@H:9]3[CH2:13][CH2:14][CH2:15][N:8]3[C:1]([O:3][C:4]([CH3:7])([CH3:6])[CH3:5])=[O:2])=[N:49][CH:34]=2)=[CH:21][CH:22]=1. The yield is 0.770. (4) The reactants are OC1C=C([CH2:8][C:9]#[N:10])C=CC=1.[CH2:11]=[O:12].[OH2:13].[C:14]1([CH3:24])[CH:19]=[CH:18][C:17](S(O)(=O)=O)=[CH:16][CH:15]=1. The catalyst is C1(C)C=CC=CC=1. The product is [O:12]1[C:15]2[CH:16]=[C:17]([CH2:8][C:9]#[N:10])[CH:18]=[CH:19][C:14]=2[CH2:24][O:13][CH2:11]1. The yield is 0.0500. (5) The reactants are [F:1][C:2]1[CH:3]=[CH:4][C:5]([C:8]2[N:12]=[C:11]([C:13]3[CH:18]=[C:17]([N+:19]([O-])=O)[CH:16]=[C:15]([C:22]#[N:23])[CH:14]=3)[O:10][N:9]=2)=[N:6][CH:7]=1.C(=O)([O-])[O-].[K+].[K+].[CH2:30](I)[CH3:31].[C:33](OCC)(=O)[CH3:34]. The catalyst is CN(C)C=O. The product is [F:1][C:2]1[CH:3]=[CH:4][C:5]([C:8]2[N:12]=[C:11]([C:13]3[CH:18]=[C:17]([N:19]([CH2:30][CH3:31])[CH2:33][CH3:34])[CH:16]=[C:15]([C:22]#[N:23])[CH:14]=3)[O:10][N:9]=2)=[N:6][CH:7]=1. The yield is 0.200. (6) The reactants are [O:1]1[CH2:3][C@H:2]1[CH2:4][N:5]1[CH2:14][CH2:13][C:12]2[C:7](=[CH:8][CH:9]=[CH:10][CH:11]=2)[CH2:6]1.[NH3:15].CCO. No catalyst specified. The product is [NH2:15][CH2:3][C@H:2]([OH:1])[CH2:4][N:5]1[CH2:14][CH2:13][C:12]2[C:7](=[CH:8][CH:9]=[CH:10][CH:11]=2)[CH2:6]1. The yield is 0.550. (7) The reactants are [Cl:1][C:2]1[CH:21]=[CH:20][C:5]([NH:6][C:7]2[C:16]3[C:11](=[CH:12][C:13]([OH:19])=[C:14]([O:17][CH3:18])[CH:15]=3)[N:10]=[CH:9][N:8]=2)=[C:4]([F:22])[CH:3]=1.Br[CH2:24][CH2:25][CH2:26][Cl:27].C(=O)([O-])[O-].[K+].[K+]. The catalyst is CN(C=O)C.O. The product is [Cl:1][C:2]1[CH:21]=[CH:20][C:5]([NH:6][C:7]2[C:16]3[C:11](=[CH:12][C:13]([O:19][CH2:24][CH2:25][CH2:26][Cl:27])=[C:14]([O:17][CH3:18])[CH:15]=3)[N:10]=[CH:9][N:8]=2)=[C:4]([F:22])[CH:3]=1. The yield is 0.550.